From a dataset of Forward reaction prediction with 1.9M reactions from USPTO patents (1976-2016). Predict the product of the given reaction. (1) Given the reactants Cl.[NH2:2][C@H:3]1[C:12]2[C:7](=[CH:8][CH:9]=[C:10]([C:13]([O:15][CH3:16])=[O:14])[CH:11]=2)[O:6][CH2:5][CH2:4]1.CCN(C(C)C)C(C)C.[Cl:26][C:27]1[CH:35]=[CH:34][CH:33]=[CH:32][C:28]=1[C:29](Cl)=[O:30], predict the reaction product. The product is: [Cl:26][C:27]1[CH:35]=[CH:34][CH:33]=[CH:32][C:28]=1[C:29]([NH:2][C@H:3]1[C:12]2[C:7](=[CH:8][CH:9]=[C:10]([C:13]([O:15][CH3:16])=[O:14])[CH:11]=2)[O:6][CH2:5][CH2:4]1)=[O:30]. (2) Given the reactants [Br:1][C:2]1[CH:11]=[C:10]2[C:5]([C:6]([CH3:14])([CH3:13])[CH2:7][CH2:8][C:9]2=[O:12])=[CH:4][C:3]=1[CH3:15].[C:16]1([Mg]Br)[CH:21]=[CH:20][CH:19]=[CH:18][CH:17]=1.[Cl-].[NH4+], predict the reaction product. The product is: [Br:1][C:2]1[CH:11]=[C:10]2[C:5]([C:6]([CH3:13])([CH3:14])[CH2:7][CH2:8][C:9]2([C:16]2[CH:21]=[CH:20][CH:19]=[CH:18][CH:17]=2)[OH:12])=[CH:4][C:3]=1[CH3:15]. (3) Given the reactants [CH3:1][O:2][C:3](=[O:12])[CH2:4][C:5]1[CH:10]=[CH:9][C:8](Br)=[CH:7][CH:6]=1.C1(P(C2CCCCC2)C2C=CC=CC=2C2C(OC)=CC=CC=2OC)CCCCC1.P([O-])([O-])([O-])=O.[K+].[K+].[K+].[CH2:50]([C:52]([C:71]1[CH:76]=[CH:75][C:74]([CH2:77][CH2:78][C:79]2([OH:85])[CH2:84][CH2:83][CH2:82][CH2:81][CH2:80]2)=[C:73]([CH3:86])[CH:72]=1)([C:55]1[CH:60]=[CH:59][C:58](B2OC(C)(C)C(C)(C)O2)=[C:57]([CH3:70])[CH:56]=1)[CH2:53][CH3:54])[CH3:51].[Cl-].[NH4+], predict the reaction product. The product is: [CH3:1][O:2][C:3](=[O:12])[CH2:4][C:5]1[CH:10]=[CH:9][C:8]([C:58]2[CH:59]=[CH:60][C:55]([C:52]([CH2:53][CH3:54])([C:71]3[CH:76]=[CH:75][C:74]([CH2:77][CH2:78][C:79]4([OH:85])[CH2:84][CH2:83][CH2:82][CH2:81][CH2:80]4)=[C:73]([CH3:86])[CH:72]=3)[CH2:50][CH3:51])=[CH:56][C:57]=2[CH3:70])=[CH:7][CH:6]=1. (4) Given the reactants C([O:3][C:4]([CH:6]1[CH:10]([CH2:11][C:12]2[CH:17]=[CH:16][CH:15]=[C:14]([Br:18])[CH:13]=2)[CH2:9][N:8]([CH2:19][C:20]2[CH:25]=[CH:24][CH:23]=[CH:22][CH:21]=2)[CH2:7]1)=O)C.[H-].[H-].[H-].[H-].[Li+].[Al+3].[OH-].[Na+], predict the reaction product. The product is: [CH2:19]([N:8]1[CH2:9][C@@H:10]([CH2:11][C:12]2[CH:17]=[CH:16][CH:15]=[C:14]([Br:18])[CH:13]=2)[C@H:6]([CH2:4][OH:3])[CH2:7]1)[C:20]1[CH:21]=[CH:22][CH:23]=[CH:24][CH:25]=1. (5) Given the reactants Br[C:2]1[N:7]=[C:6]([CH3:8])[C:5]([CH:9]=[O:10])=[CH:4][CH:3]=1.[OH:11][C:12]1[CH:13]=[C:14]2[C:18](=[CH:19][CH:20]=1)[C:17](=[O:21])[NH:16][CH2:15]2.C([O-])([O-])=O.[K+].[K+], predict the reaction product. The product is: [CH3:8][C:6]1[C:5]([CH:9]=[O:10])=[CH:4][CH:3]=[C:2]([O:11][C:12]2[CH:13]=[C:14]3[C:18](=[CH:19][CH:20]=2)[C:17](=[O:21])[NH:16][CH2:15]3)[N:7]=1. (6) The product is: [C:24]([O:23][C:18](=[O:22])[C:19]([CH:7]1[CH2:8][C:4]([O:3][CH2:1][CH3:2])=[CH:5][C:6]1=[O:9])=[O:20])([CH3:27])([CH3:26])[CH3:25]. Given the reactants [CH2:1]([O:3][C:4]1[CH2:8][CH2:7][C:6](=[O:9])[CH:5]=1)[CH3:2].C([N-]C(C)C)(C)C.[Li+].[C:18]([O:23][C:24]([CH3:27])([CH3:26])[CH3:25])(=[O:22])[C:19]([O-])=[O:20].[C:18]([O:23][C:24]([CH3:27])([CH3:26])[CH3:25])(=[O:22])[C:19]([O-])=[O:20], predict the reaction product.